Predict the reactants needed to synthesize the given product. From a dataset of Full USPTO retrosynthesis dataset with 1.9M reactions from patents (1976-2016). The reactants are: C([O-])([O-])=O.[K+].[K+].[CH2:7]([O:9][C:10]([C:12]1[NH:13][C:14]2[C:19]([CH:20]=1)=[CH:18][CH:17]=[C:16]([C:21]([O:23][CH2:24][CH3:25])=[O:22])[CH:15]=2)=[O:11])[CH3:8].Br[CH:27]([CH3:30])[C:28]#[N:29]. Given the product [CH2:7]([O:9][C:10]([C:12]1[N:13]([CH:27]([C:28]#[N:29])[CH3:30])[C:14]2[C:19]([CH:20]=1)=[CH:18][CH:17]=[C:16]([C:21]([O:23][CH2:24][CH3:25])=[O:22])[CH:15]=2)=[O:11])[CH3:8], predict the reactants needed to synthesize it.